Dataset: hERG Central: cardiac toxicity at 1µM, 10µM, and general inhibition. Task: Predict hERG channel inhibition at various concentrations. The drug is CCC(=O)c1ccc(N2CCN(C(=O)COc3ccc(F)cc3)CC2)c(F)c1. Results: hERG_inhib (hERG inhibition (general)): blocker.